From a dataset of NCI-60 drug combinations with 297,098 pairs across 59 cell lines. Regression. Given two drug SMILES strings and cell line genomic features, predict the synergy score measuring deviation from expected non-interaction effect. Drug 1: COC1=CC(=CC(=C1O)OC)C2C3C(COC3=O)C(C4=CC5=C(C=C24)OCO5)OC6C(C(C7C(O6)COC(O7)C8=CC=CS8)O)O. Drug 2: CCCS(=O)(=O)NC1=C(C(=C(C=C1)F)C(=O)C2=CNC3=C2C=C(C=N3)C4=CC=C(C=C4)Cl)F. Cell line: MOLT-4. Synergy scores: CSS=76.7, Synergy_ZIP=4.84, Synergy_Bliss=5.23, Synergy_Loewe=-21.6, Synergy_HSA=4.49.